From a dataset of HIV replication inhibition screening data with 41,000+ compounds from the AIDS Antiviral Screen. Binary Classification. Given a drug SMILES string, predict its activity (active/inactive) in a high-throughput screening assay against a specified biological target. (1) The compound is CC(C)(C)c1cc(-c2ccc(-c3cc(C(C)(C)C)c(O)c(C(C)(C)C)c3)cc2)cc(C(C)(C)C)c1O. The result is 0 (inactive). (2) The drug is Cc1ccc2c(c1)CSCCO2. The result is 0 (inactive). (3) The compound is COc1cccc(C2c3cc4c(cc3OC(NNc3ccccc3)C2C)OCO4)c1OC. The result is 0 (inactive). (4) The molecule is O=C(CN1CCN(C(=O)OCc2ccccc2)CCN(CC(=O)N2CCCCC2)CCN(C(=O)OCc2ccccc2)CC1)N1CCCCC1. The result is 0 (inactive). (5) The drug is Cc1n[nH]c(=S)n1NC=O. The result is 0 (inactive). (6) The result is 0 (inactive). The molecule is O=S(=O)(O)CCNC(=S)C(=S)NCCS(=O)(=O)O. (7) The drug is Cc1c(CSCC(=O)O)c(O)c2c(=O)c3c(O)c(CSCC(=O)O)c(O)c4c5c(O)c(CSCC(=O)O)c(O)c6c(=O)c7c(O)c(CSCC(=O)O)c(C)c8c1c2c(c34)c(c78)c65. The result is 0 (inactive).